Dataset: Peptide-MHC class II binding affinity with 134,281 pairs from IEDB. Task: Regression. Given a peptide amino acid sequence and an MHC pseudo amino acid sequence, predict their binding affinity value. This is MHC class II binding data. (1) The peptide sequence is IIAGTPEVHAVKPGA. The MHC is HLA-DQA10102-DQB10602 with pseudo-sequence HLA-DQA10102-DQB10602. The binding affinity (normalized) is 0.228. (2) The peptide sequence is VLAIVALVVATIIAI. The MHC is HLA-DQA10104-DQB10503 with pseudo-sequence HLA-DQA10104-DQB10503. The binding affinity (normalized) is 0.390. (3) The peptide sequence is DEHIILYLVNFDKDR. The MHC is HLA-DPA10201-DPB10101 with pseudo-sequence HLA-DPA10201-DPB10101. The binding affinity (normalized) is 0.672. (4) The peptide sequence is RTKGTMRASALILIE. The MHC is DRB1_0801 with pseudo-sequence DRB1_0801. The binding affinity (normalized) is 0.554. (5) The binding affinity (normalized) is 0.872. The peptide sequence is VAIKGPLRISASSAA. The MHC is DRB3_0301 with pseudo-sequence DRB3_0301.